Task: Predict the reactants needed to synthesize the given product.. Dataset: Full USPTO retrosynthesis dataset with 1.9M reactions from patents (1976-2016) Given the product [CH3:14][C:13]1[N:9]([CH2:8][C:6]2[CH:5]=[CH:4][N:3]=[C:2]([N:35]3[CH2:36][CH2:37][N:32]([CH3:31])[CH2:33][CH2:34]3)[N:7]=2)[N:10]=[C:11]([C:15]2[O:19][N:18]=[C:17]([C:20]3[CH:25]=[CH:24][C:23]([O:26][C:27]([F:30])([F:29])[F:28])=[CH:22][CH:21]=3)[N:16]=2)[N:12]=1, predict the reactants needed to synthesize it. The reactants are: Cl[C:2]1[N:7]=[C:6]([CH2:8][N:9]2[C:13]([CH3:14])=[N:12][C:11]([C:15]3[O:19][N:18]=[C:17]([C:20]4[CH:25]=[CH:24][C:23]([O:26][C:27]([F:30])([F:29])[F:28])=[CH:22][CH:21]=4)[N:16]=3)=[N:10]2)[CH:5]=[CH:4][N:3]=1.[CH3:31][N:32]1[CH2:37][CH2:36][NH:35][CH2:34][CH2:33]1.